This data is from Reaction yield outcomes from USPTO patents with 853,638 reactions. The task is: Predict the reaction yield, written as a fraction of the theoretical maximum amount of product (1.0 means a 100% yield; for example, 0.34 means a 34% yield). (1) The reactants are Cl[C:2]1[C:11]2[C:6](=[CH:7][CH:8]=[CH:9][CH:10]=2)[N:5]=[C:4]([CH3:12])[CH:3]=1.[NH2:13][CH2:14][C:15]([OH:17])=[O:16].C1(O)C=CC=CC=1. No catalyst specified. The product is [CH3:12][C:4]1[CH:3]=[C:2]([NH:13][CH2:14][C:15]([OH:17])=[O:16])[C:11]2[C:6](=[CH:7][CH:8]=[CH:9][CH:10]=2)[N:5]=1. The yield is 0.640. (2) The reactants are BrBr.[Cl:3][CH2:4][C@@H:5]([OH:12])[CH2:6][C@@H:7]([OH:11])[CH2:8][CH:9]=[O:10].C(=O)(O)[O-].[Na+].C(=O)=O.[O-]S([O-])(=S)=O.[Na+].[Na+]. The catalyst is C(Cl)Cl.O. The product is [OH:11][C@@H:7]1[CH2:6][C@@H:5]([CH2:4][Cl:3])[O:12][C:9](=[O:10])[CH2:8]1. The yield is 0.820. (3) The reactants are [F:1][C:2]1[C:3]([N+:28]([O-:30])=[O:29])=[C:4]([N:8]=P(C2C=CC=CC=2)(C2C=CC=CC=2)C2C=CC=CC=2)[CH:5]=[CH:6][CH:7]=1.C(O)(C(F)(F)F)=O. The catalyst is O. The product is [F:1][C:2]1[C:3]([N+:28]([O-:30])=[O:29])=[C:4]([NH2:8])[CH:5]=[CH:6][CH:7]=1. The yield is 1.00.